Dataset: Retrosynthesis with 50K atom-mapped reactions and 10 reaction types from USPTO. Task: Predict the reactants needed to synthesize the given product. Given the product CC1(C2CCc3cc(O)ccc3C2)COC(=O)N1, predict the reactants needed to synthesize it. The reactants are: COc1ccc2c(c1)CCC(C1(C)COC(=O)N1)C2.